This data is from Catalyst prediction with 721,799 reactions and 888 catalyst types from USPTO. The task is: Predict which catalyst facilitates the given reaction. (1) Reactant: [C:1]([C:3]1[CH:8]=[CH:7][N:6]=[C:5]([O:9][CH3:10])[CH:4]=1)#[N:2].Cl.CCOCC. Product: [CH3:10][O:9][C:5]1[CH:4]=[C:3]([CH2:1][NH2:2])[CH:8]=[CH:7][N:6]=1. The catalyst class is: 19. (2) Reactant: [CH3:1][S:2](Cl)(=[O:4])=[O:3].[N+:6]([C:9]1[CH:10]=[C:11]2[C:15](=[CH:16][CH:17]=1)[NH:14][N:13]=[CH:12]2)([O-:8])=[O:7].C(N(CC)CC)C.C(=O)([O-])O.[Na+]. Product: [CH3:1][S:2]([N:14]1[C:15]2[C:11](=[CH:10][C:9]([N+:6]([O-:8])=[O:7])=[CH:17][CH:16]=2)[CH:12]=[N:13]1)(=[O:4])=[O:3]. The catalyst class is: 4.